From a dataset of Full USPTO retrosynthesis dataset with 1.9M reactions from patents (1976-2016). Predict the reactants needed to synthesize the given product. (1) Given the product [OH:12][CH2:13][C:14]1[CH:19]=[C:18]([O:20][CH2:21][CH2:22][NH:23][CH:2]([CH3:11])[CH2:3][C:4]([O:6][C:7]([CH3:10])([CH3:9])[CH3:8])=[O:5])[CH:17]=[C:16]([CH2:36][OH:37])[N:15]=1, predict the reactants needed to synthesize it. The reactants are: Br[CH:2]([CH3:11])[CH2:3][C:4]([O:6][C:7]([CH3:10])([CH3:9])[CH3:8])=[O:5].[OH:12][CH2:13][C:14]1[CH:19]=[C:18]([O:20][CH2:21][CH2:22][NH:23]S(C2C=CC=CC=2[N+]([O-])=O)(=O)=O)[CH:17]=[C:16]([CH2:36][OH:37])[N:15]=1. (2) Given the product [F:31][C:32]1[C:37]([C:2]2[N:7]=[CH:6][C:5]3[CH:8]=[N:9][N:10]([C:11]4[N:16]=[C:15]([N:17]5[CH2:23][CH2:22][CH2:21][N:20]([C:24]([O:26][C:27]([CH3:30])([CH3:29])[CH3:28])=[O:25])[CH2:19][CH2:18]5)[CH:14]=[N:13][CH:12]=4)[C:4]=3[CH:3]=2)=[CH:36][C:35]([CH3:47])=[CH:34][N:33]=1, predict the reactants needed to synthesize it. The reactants are: Cl[C:2]1[N:7]=[CH:6][C:5]2[CH:8]=[N:9][N:10]([C:11]3[N:16]=[C:15]([N:17]4[CH2:23][CH2:22][CH2:21][N:20]([C:24]([O:26][C:27]([CH3:30])([CH3:29])[CH3:28])=[O:25])[CH2:19][CH2:18]4)[CH:14]=[N:13][CH:12]=3)[C:4]=2[CH:3]=1.[F:31][C:32]1[C:37](B2OC(C)(C)C(C)(C)O2)=[CH:36][C:35]([CH3:47])=[CH:34][N:33]=1.C([O-])(=O)C.[K+].C(=O)([O-])[O-].[Na+].[Na+]. (3) Given the product [C:13]([OH:16])(=[O:15])[CH3:14].[NH:4]1[C:5]2[C:10](=[CH:9][CH:8]=[CH:7][N:6]=2)[CH2:2][C:3]1=[O:11], predict the reactants needed to synthesize it. The reactants are: Br[C:2]1(Br)[C:10]2[C:5](=[N:6][CH:7]=[CH:8][CH:9]=2)[NH:4][C:3]1=[O:11].[C:13]([OH:16])(=[O:15])[CH3:14]. (4) Given the product [Br:9][CH:3]1[C:4](=[O:7])[CH2:5][CH2:6][NH:1][C:2]1=[O:8], predict the reactants needed to synthesize it. The reactants are: [NH:1]1[CH2:6][CH2:5][C:4](=[O:7])[CH2:3][C:2]1=[O:8].[Br:9]Br.ClCCl. (5) Given the product [O:21]1[C:22]2[CH:28]=[CH:27][CH:26]=[CH:25][C:23]=2[N:24]=[C:20]1[C:17]1[CH:18]=[CH:19][C:13]2[N:12]([CH2:11][C:8]3[CH:7]=[CH:6][C:5]([C:3]([O:2][CH3:1])=[O:4])=[CH:10][CH:9]=3)[C:30]([CH3:31])=[N:15][C:14]=2[CH:16]=1, predict the reactants needed to synthesize it. The reactants are: [CH3:1][O:2][C:3]([C:5]1[CH:10]=[CH:9][C:8]([CH2:11][NH:12][C:13]2[CH:19]=[CH:18][C:17]([C:20]3[O:21][C:22]4[CH:28]=[CH:27][CH:26]=[CH:25][C:23]=4[N:24]=3)=[CH:16][C:14]=2[NH2:15])=[CH:7][CH:6]=1)=[O:4].Cl.[C:30](=N)(OC)[CH3:31].C(=O)([O-])O.[Na+]. (6) Given the product [F:1][C:2]1[CH:7]=[C:6]([I:8])[CH:5]=[CH:4][C:3]=1[NH:9][C:10]1[C:15]([N+:16]([O-:18])=[O:17])=[CH:14][N:13]([CH3:22])[C:12](=[O:19])[CH:11]=1, predict the reactants needed to synthesize it. The reactants are: [F:1][C:2]1[CH:7]=[C:6]([I:8])[CH:5]=[CH:4][C:3]=1[NH:9][C:10]1[C:15]([N+:16]([O-:18])=[O:17])=[CH:14][NH:13][C:12](=[O:19])[CH:11]=1.[H-].[Na+].[CH3:22]I.O. (7) Given the product [C:10]([O:14][C:15](=[O:16])[NH:1][C:2]1[S:3][C:4]([CH:8]=[O:9])=[C:5]([Cl:7])[N:6]=1)([CH3:13])([CH3:12])[CH3:11], predict the reactants needed to synthesize it. The reactants are: [NH2:1][C:2]1[S:3][C:4]([CH:8]=[O:9])=[C:5]([Cl:7])[N:6]=1.[C:10]([O:14][C:15](O[C:15]([O:14][C:10]([CH3:13])([CH3:12])[CH3:11])=[O:16])=[O:16])([CH3:13])([CH3:12])[CH3:11]. (8) The reactants are: [Cl:1][C:2]1[C:3]([F:40])=[C:4]([C@@H:8]2[C@:12]([C:15]3[CH:20]=[CH:19][C:18]([Cl:21])=[CH:17][C:16]=3[F:22])([C:13]#[N:14])[C@H:11]([CH2:23][C:24]([CH3:27])([CH3:26])[CH3:25])[CH2:10][N:9]2C(NC2C=CC=CC=2C(O)=O)=O)[CH:5]=[CH:6][CH:7]=1.[CH3:41][CH2:42][N:43](C(C)C)C(C)C.CN(C([O:57]N1N=NC2C=CC=NC1=2)=[N+](C)C)C.F[P-](F)(F)(F)(F)F.[Cl-].[NH4+]. Given the product [Cl:1][C:2]1[C:3]([F:40])=[C:4]([C@@H:8]2[C@:12]([C:15]3[CH:20]=[CH:19][C:18]([Cl:21])=[CH:17][C:16]=3[F:22])([C:13]#[N:14])[C@H:11]([CH2:23][C:24]([CH3:27])([CH3:25])[CH3:26])[CH2:10][N:9]2[CH2:41][C:42]([NH2:43])=[O:57])[CH:5]=[CH:6][CH:7]=1, predict the reactants needed to synthesize it.